This data is from Catalyst prediction with 721,799 reactions and 888 catalyst types from USPTO. The task is: Predict which catalyst facilitates the given reaction. (1) Reactant: C([O:8][N:9]([CH2:12][CH2:13][CH2:14][NH:15][C@H:16]([C:56]1[CH:61]=[CH:60][CH:59]=[CH:58][CH:57]=1)[CH2:17][N:18]1[C:23](=[O:24])[C:22]2[C:25]3([O:41][CH2:42][C:21]=2[N:20]([CH2:43][C:44]2[C:49]([C:50]([F:53])([F:52])[F:51])=[CH:48][CH:47]=[CH:46][C:45]=2[F:54])[C:19]1=[O:55])[CH2:30][CH2:29][N:28]([CH2:31][C:32]1[O:33][C:34]([C:37]([F:40])([F:39])[F:38])=[CH:35][CH:36]=1)[CH2:27][CH2:26]3)[CH:10]=[O:11])C1C=CC=CC=1.[H][H]. Product: [F:54][C:45]1[CH:46]=[CH:47][CH:48]=[C:49]([C:50]([F:53])([F:51])[F:52])[C:44]=1[CH2:43][N:20]1[C:21]2[CH2:42][O:41][C:25]3([CH2:30][CH2:29][N:28]([CH2:31][C:32]4[O:33][C:34]([C:37]([F:40])([F:39])[F:38])=[CH:35][CH:36]=4)[CH2:27][CH2:26]3)[C:22]=2[C:23](=[O:24])[N:18]([CH2:17][C@H:16]([NH:15][CH2:14][CH2:13][CH2:12][N:9]([OH:8])[CH:10]=[O:11])[C:56]2[CH:61]=[CH:60][CH:59]=[CH:58][CH:57]=2)[C:19]1=[O:55]. The catalyst class is: 43. (2) Reactant: [NH2:1][C:2]1[CH:3]=[C:4]([CH:21]=[CH:22][C:23]=1[CH3:24])[O:5][C:6]1[CH:7]=[CH:8][C:9]2[N:10]([CH:12]=[C:13]([NH:15][C:16]([CH:18]3[CH2:20][CH2:19]3)=[O:17])[N:14]=2)[N:11]=1.[CH3:25][C:26]([CH3:31])=[CH:27][C:28](Cl)=[O:29]. Product: [CH3:24][C:23]1[CH:22]=[CH:21][C:4]([O:5][C:6]2[CH:7]=[CH:8][C:9]3[N:10]([CH:12]=[C:13]([NH:15][C:16]([CH:18]4[CH2:20][CH2:19]4)=[O:17])[N:14]=3)[N:11]=2)=[CH:3][C:2]=1[NH:1][C:28](=[O:29])[CH:27]=[C:26]([CH3:31])[CH3:25]. The catalyst class is: 80. (3) Reactant: O[Li].O.C([O:6][C:7]([C:9]1[C:18]([CH3:19])=[N:17][C:16]2[CH2:15][CH2:14][CH2:13][CH2:12][C:11]=2[N:10]=1)=[O:8])C.Cl. Product: [CH3:19][C:18]1[C:9]([C:7]([OH:8])=[O:6])=[N:10][C:11]2[CH2:12][CH2:13][CH2:14][CH2:15][C:16]=2[N:17]=1. The catalyst class is: 20. (4) Reactant: [NH2:1][C:2]1[CH:7]=[C:6]([C:8]([CH3:11])([CH3:10])[CH3:9])[CH:5]=[CH:4][C:3]=1[NH:12][C:13](=O)[CH2:14][CH2:15][CH2:16][CH2:17][N:18]([CH2:22][C@@H:23]1[C@@H:30]2[C@@H:26]([O:27][C:28]([CH3:32])([CH3:31])[O:29]2)[C@H:25]([N:33]2[C:37]3[N:38]=[CH:39][N:40]=[C:41]([NH:42][CH2:43][C:44]4[CH:49]=[CH:48][C:47]([O:50][CH3:51])=[CH:46][C:45]=4[O:52][CH3:53])[C:36]=3[CH:35]=[CH:34]2)[O:24]1)[CH:19]([CH3:21])[CH3:20]. Product: [C:8]([C:6]1[CH:5]=[CH:4][C:3]2[NH:12][C:13]([CH2:14][CH2:15][CH2:16][CH2:17][N:18]([CH2:22][C@@H:23]3[C@H:30]4[O:29][C:28]([CH3:31])([CH3:32])[O:27][C@H:26]4[C@H:25]([N:33]4[C:37]5[N:38]=[CH:39][N:40]=[C:41]([NH:42][CH2:43][C:44]6[CH:49]=[CH:48][C:47]([O:50][CH3:51])=[CH:46][C:45]=6[O:52][CH3:53])[C:36]=5[CH:35]=[CH:34]4)[O:24]3)[CH:19]([CH3:21])[CH3:20])=[N:1][C:2]=2[CH:7]=1)([CH3:9])([CH3:11])[CH3:10]. The catalyst class is: 15. (5) Reactant: Cl[C:2]1[N:10]=[CH:9][N:8]=[C:7]2[C:3]=1[N:4]=[CH:5][N:6]2[CH:11]1[CH2:16][CH2:15][CH2:14][CH2:13][O:12]1.ClC1N=CN=C2C=1NC=N2.[OH:27][C:28]1[CH:29]=[C:30]([CH:33]=[CH:34][CH:35]=1)[CH2:31][NH2:32].C(N(CC)CC)C. Product: [OH:27][C:28]1[CH:29]=[C:30]([CH:33]=[CH:34][CH:35]=1)[CH2:31][NH:32][C:2]1[N:10]=[CH:9][N:8]=[C:7]2[C:3]=1[N:4]=[CH:5][N:6]2[CH:11]1[CH2:16][CH2:15][CH2:14][CH2:13][O:12]1. The catalyst class is: 51.